This data is from Forward reaction prediction with 1.9M reactions from USPTO patents (1976-2016). The task is: Predict the product of the given reaction. (1) Given the reactants [N:1]1([C:7]2[CH:8]=[CH:9][C:10]3[N:11]([C:13]([C:16]([F:19])([F:18])[F:17])=[N:14][N:15]=3)[N:12]=2)[CH2:6][CH2:5][NH:4][CH2:3][CH2:2]1.[CH2:20]([O:23][C:24]1[CH:25]=[C:26]([CH:29]=[CH:30][CH:31]=1)[CH:27]=O)[CH:21]=[CH2:22], predict the reaction product. The product is: [CH2:20]([O:23][C:24]1[CH:25]=[C:26]([CH2:27][N:4]2[CH2:3][CH2:2][N:1]([C:7]3[CH:8]=[CH:9][C:10]4[N:11]([C:13]([C:16]([F:17])([F:18])[F:19])=[N:14][N:15]=4)[N:12]=3)[CH2:6][CH2:5]2)[CH:29]=[CH:30][CH:31]=1)[CH:21]=[CH2:22]. (2) Given the reactants [NH2:1][C:2]1[N:3]=[C:4]2[CH:9]=[CH:8][C:7]([C:10]3[N:14]4[CH2:15][CH2:16][N:17]([C:19]([O:21][C:22]([CH3:25])([CH3:24])[CH3:23])=[O:20])[CH2:18][C:13]4=[N:12][C:11]=3[C:26]3[CH:31]=[CH:30][C:29]([F:32])=[CH:28][CH:27]=3)=[N:6][N:5]2[CH:33]=1.CN(C(ON1N=NC2C=CC=NC1=2)=[N+](C)C)C.F[P-](F)(F)(F)(F)F.CCN(C(C)C)C(C)C.[F:67][C:68]1[CH:69]=[C:70]([CH:74]=[CH:75][N:76]=1)[C:71](O)=[O:72], predict the reaction product. The product is: [F:67][C:68]1[CH:69]=[C:70]([CH:74]=[CH:75][N:76]=1)[C:71]([NH:1][C:2]1[N:3]=[C:4]2[CH:9]=[CH:8][C:7]([C:10]3[N:14]4[CH2:15][CH2:16][N:17]([C:19]([O:21][C:22]([CH3:23])([CH3:24])[CH3:25])=[O:20])[CH2:18][C:13]4=[N:12][C:11]=3[C:26]3[CH:27]=[CH:28][C:29]([F:32])=[CH:30][CH:31]=3)=[N:6][N:5]2[CH:33]=1)=[O:72]. (3) The product is: [CH3:1][N:2]1[C:7](=[O:8])[CH:6]=[CH:5][N:4]([C:9]2[CH:14]=[CH:13][C:12]([CH3:15])=[C:11]([S:16]([CH2:17][C:18]([F:21])([F:20])[F:19])=[O:31])[CH:10]=2)[C:3]1=[O:22]. Given the reactants [CH3:1][N:2]1[C:7](=[O:8])[CH:6]=[CH:5][N:4]([C:9]2[CH:14]=[CH:13][C:12]([CH3:15])=[C:11]([S:16][CH2:17][C:18]([F:21])([F:20])[F:19])[CH:10]=2)[C:3]1=[O:22].ClC1C=CC=C(C(OO)=[O:31])C=1, predict the reaction product. (4) Given the reactants [OH:1][C:2]1[CH:19]=[CH:18][C:5]([C:6](=[O:17])[CH:7]=[CH:8][C:9]2[CH:14]=[CH:13][C:12]([O:15][CH3:16])=[CH:11][CH:10]=2)=[CH:4][CH:3]=1.[H-].[Na+].[CH2:22]([CH:24]1[O:26][CH2:25]1)Cl, predict the reaction product. The product is: [O:26]1[CH2:25][CH:24]1[CH2:22][O:1][C:2]1[CH:3]=[CH:4][C:5]([C:6](=[O:17])[CH:7]=[CH:8][C:9]2[CH:14]=[CH:13][C:12]([O:15][CH3:16])=[CH:11][CH:10]=2)=[CH:18][CH:19]=1. (5) Given the reactants [Br:1][C:2]1[CH:3]=[C:4]([CH2:8][CH2:9][NH2:10])[CH:5]=[CH:6][CH:7]=1.C(N(CC)CC)C.Cl[C:19]([O:21][CH3:22])=[O:20].[O:23]1CCC[CH2:24]1, predict the reaction product. The product is: [Br:1][C:2]1[CH:3]=[C:4]([CH:5]=[CH:6][C:7]=1[O:23][CH3:24])[CH2:8][CH2:9][NH:10][C:19](=[O:20])[O:21][CH3:22]. (6) The product is: [N:1]([CH2:4][CH2:5][CH2:6][N:7]1[CH:17]=[CH:16][C:11]([NH2:12])=[N:10][C:8]1=[O:9])=[N+:2]=[N-:3]. Given the reactants [N:1]([CH2:4][CH2:5][CH2:6][N:7]1[CH:17]=[CH:16][C:11]([NH:12]C(=O)C)=[N:10][C:8]1=[O:9])=[N+:2]=[N-:3].N, predict the reaction product. (7) The product is: [CH:43]([OH:44])=[O:55].[C:1]([C:5]1[CH:9]=[C:8]([NH:10][C:11]([NH:13][C@@H:14]2[C:23]3[C:18](=[CH:19][CH:20]=[CH:21][CH:22]=3)[C@H:17]([O:24][C:25]3[CH:26]=[CH:27][C:28]4[N:29]([C:31]([N:34]5[C@H:39]([CH3:40])[CH2:38][CH2:37][CH2:36][C@@H:35]5[CH3:41])=[N:32][N:33]=4)[CH:30]=3)[CH2:16][CH2:15]2)=[O:12])[N:7]([CH2:42][CH2:43][N:50]([CH3:51])[CH3:49])[N:6]=1)([CH3:3])([CH3:4])[CH3:2]. Given the reactants [C:1]([C:5]1[CH:9]=[C:8]([NH:10][C:11]([NH:13][C@@H:14]2[C:23]3[C:18](=[CH:19][CH:20]=[CH:21][CH:22]=3)[C@H:17]([O:24][C:25]3[CH:26]=[CH:27][C:28]4[N:29]([C:31]([N:34]5[C@H:39]([CH3:40])[CH2:38][CH2:37][CH2:36][C@@H:35]5[CH3:41])=[N:32][N:33]=4)[CH:30]=3)[CH2:16][CH2:15]2)=[O:12])[N:7]([CH2:42][CH2:43][O:44]S(C)(=O)=O)[N:6]=1)([CH3:4])([CH3:3])[CH3:2].[CH3:49][NH:50][CH3:51].C1C[O:55]CC1, predict the reaction product. (8) Given the reactants C[O:2][C:3]([C:5]1[S:6][C:7]([C:12](=[O:22])[NH:13][CH2:14][C:15]2[CH:20]=[CH:19][CH:18]=[C:17]([OH:21])[CH:16]=2)=[CH:8][C:9]=1[C:10]#[N:11])=[O:4].O.[OH-].[Li+].C1COCC1.Cl, predict the reaction product. The product is: [C:10]([C:9]1[CH:8]=[C:7]([C:12](=[O:22])[NH:13][CH2:14][C:15]2[CH:20]=[CH:19][CH:18]=[C:17]([OH:21])[CH:16]=2)[S:6][C:5]=1[C:3]([OH:4])=[O:2])#[N:11]. (9) Given the reactants [CH2:1]([O:8][C:9]1[CH:10]=[C:11]([CH:15]=[CH:16][C:17]=1[O:18][CH2:19][C:20]1[CH:25]=[CH:24][CH:23]=[CH:22][CH:21]=1)[C:12]([NH2:14])=[O:13])[C:2]1[CH:7]=[CH:6][CH:5]=[CH:4][CH:3]=1.[Cl:26][CH2:27][C:28](=O)[CH2:29]Cl, predict the reaction product. The product is: [CH2:1]([O:8][C:9]1[CH:10]=[C:11]([C:12]2[O:13][CH:29]=[C:28]([CH2:27][Cl:26])[N:14]=2)[CH:15]=[CH:16][C:17]=1[O:18][CH2:19][C:20]1[CH:25]=[CH:24][CH:23]=[CH:22][CH:21]=1)[C:2]1[CH:3]=[CH:4][CH:5]=[CH:6][CH:7]=1. (10) Given the reactants [C:1]([C:5]1[CH:6]=[C:7]([CH:23]=[O:24])[C:8]([OH:22])=[C:9]([C:11]2[CH:16]=[CH:15][C:14]([O:17][C:18](F)(F)F)=[CH:13][CH:12]=2)[CH:10]=1)([CH3:4])([CH3:3])[CH3:2].Br[C:26]1[C:27](O)=[C:28](C=[C:32](C(C)(C)C)[CH:33]=1)C=O.O(C1C=CC(B(O)O)=CC=1)C1C=CC=CC=1, predict the reaction product. The product is: [C:1]([C:5]1[CH:6]=[C:7]([CH:23]=[O:24])[C:8]([OH:22])=[C:9]([C:11]2[CH:16]=[CH:15][C:14]([O:17][C:18]3[CH:28]=[CH:27][CH:26]=[CH:33][CH:32]=3)=[CH:13][CH:12]=2)[CH:10]=1)([CH3:4])([CH3:3])[CH3:2].